From a dataset of Full USPTO retrosynthesis dataset with 1.9M reactions from patents (1976-2016). Predict the reactants needed to synthesize the given product. (1) The reactants are: C([O:5][C:6](=[O:26])[CH:7]([C:16]1[CH:21]=[CH:20][C:19]([S:22]([CH3:25])(=[O:24])=[O:23])=[CH:18][CH:17]=1)[CH2:8][C:9]1[CH:14]=[CH:13][C:12]([F:15])=[CH:11][CH:10]=1)(C)(C)C.C(O)(C(F)(F)F)=O. Given the product [F:15][C:12]1[CH:11]=[CH:10][C:9]([CH2:8][CH:7]([C:16]2[CH:21]=[CH:20][C:19]([S:22]([CH3:25])(=[O:24])=[O:23])=[CH:18][CH:17]=2)[C:6]([OH:26])=[O:5])=[CH:14][CH:13]=1, predict the reactants needed to synthesize it. (2) Given the product [NH2:1][C:4]1[CH:22]=[CH:21][C:7]2[C:8]3[C:16]([O:17][CH:18]([F:20])[F:19])=[CH:15][CH:14]=[CH:13][C:9]=3[O:10][C:11](=[O:12])[C:6]=2[CH:5]=1, predict the reactants needed to synthesize it. The reactants are: [N+:1]([C:4]1[CH:22]=[CH:21][C:7]2[C:8]3[C:16]([O:17][CH:18]([F:20])[F:19])=[CH:15][CH:14]=[CH:13][C:9]=3[O:10][C:11](=[O:12])[C:6]=2[CH:5]=1)([O-])=O. (3) Given the product [Cl:13][C:10]1[CH:9]=[CH:8][C:7]([C:5]2[S:6][C:2]([NH:1][C:18]3[CH:19]=[CH:20][CH:21]=[C:22]([CH2:24][N:25]4[CH2:30][CH2:29][O:28][CH2:27][CH2:26]4)[N:23]=3)=[C:3]([C:14]([NH2:16])=[O:15])[N:4]=2)=[CH:12][CH:11]=1, predict the reactants needed to synthesize it. The reactants are: [NH2:1][C:2]1[S:6][C:5]([C:7]2[CH:12]=[CH:11][C:10]([Cl:13])=[CH:9][CH:8]=2)=[N:4][C:3]=1[C:14]([NH2:16])=[O:15].Br[C:18]1[N:23]=[C:22]([CH2:24][N:25]2[CH2:30][CH2:29][O:28][CH2:27][CH2:26]2)[CH:21]=[CH:20][CH:19]=1.CC(C1C=C(C(C)C)C(C2C=CC=CC=2P(C2CCCCC2)C2CCCCC2)=C(C(C)C)C=1)C.C(=O)([O-])[O-].[K+].[K+]. (4) Given the product [Cl:36][C:37]1[N:38]=[CH:39][N:40]=[C:41]([C:20]2[CH:21]=[CH:22][C:17]([C@@H:15]([N:11]3[CH2:10][CH2:9][C@@:8]([C:5]4[CH:6]=[CH:7][C:2]([F:1])=[CH:3][CH:4]=4)([CH2:32][CH2:33][CH2:34][OH:35])[O:13][C:12]3=[O:14])[CH3:16])=[CH:18][CH:19]=2)[CH:42]=1, predict the reactants needed to synthesize it. The reactants are: [F:1][C:2]1[CH:7]=[CH:6][C:5]([C@:8]2([CH2:32][CH2:33][CH2:34][OH:35])[O:13][C:12](=[O:14])[N:11]([C@H:15]([C:17]3[CH:22]=[CH:21][C:20](B4OC(C)(C)C(C)(C)O4)=[CH:19][CH:18]=3)[CH3:16])[CH2:10][CH2:9]2)=[CH:4][CH:3]=1.[Cl:36][C:37]1[CH:42]=[C:41](Cl)[N:40]=[CH:39][N:38]=1.C([O-])([O-])=O.[Cs+].[Cs+]. (5) Given the product [CH3:2][O:3][C:4](=[O:14])[C@H:5]([CH2:7][C:8]1[CH:13]=[CH:12][CH:11]=[CH:10][CH:9]=1)[NH:6][C:28]([C:23]1[CH:24]=[N:25][CH:26]=[CH:27][N:22]=1)=[O:29], predict the reactants needed to synthesize it. The reactants are: Cl.[CH3:2][O:3][C:4](=[O:14])[C@H:5]([CH2:7][C:8]1[CH:13]=[CH:12][CH:11]=[CH:10][CH:9]=1)[NH2:6].CN1CCOCC1.[N:22]1[CH:27]=[CH:26][N:25]=[CH:24][C:23]=1[C:28](O)=[O:29].C1(N=C=NC2CCCCC2)CCCCC1.C1C=CC2N(O)N=NC=2C=1. (6) Given the product [OH:12][CH2:13][C@@H:14]1[CH2:18][C:17](=[CH2:19])[CH2:16][N:15]1[C:20]([C:22]1[CH:27]=[C:26]([O:28][CH3:29])[C:25]([O:30][CH2:31][CH2:32][CH2:33][CH2:34][CH2:35][O:36][C:37]2[CH:42]=[C:41]([NH:43][C:44]([O:46][CH2:47][C@H:48]([S:50][S:51][C:52]3[CH:57]=[CH:56][C:55]([N+:58]([O-:60])=[O:59])=[CH:54][N:53]=3)[CH3:49])=[O:45])[C:40]([C:61]([N:63]3[CH2:67][C:66](=[CH2:68])[CH2:65][C@H:64]3[CH2:69][OH:70])=[O:62])=[CH:39][C:38]=2[O:78][CH3:79])=[CH:24][C:23]=1[NH:80][C:81](=[O:87])[O:82][C:83]([CH3:86])([CH3:85])[CH3:84])=[O:21], predict the reactants needed to synthesize it. The reactants are: C(O)(=O)C.[Si]([O:12][CH2:13][C@@H:14]1[CH2:18][C:17](=[CH2:19])[CH2:16][N:15]1[C:20]([C:22]1[CH:27]=[C:26]([O:28][CH3:29])[C:25]([O:30][CH2:31][CH2:32][CH2:33][CH2:34][CH2:35][O:36][C:37]2[CH:42]=[C:41]([NH:43][C:44]([O:46][CH2:47][C@H:48]([S:50][S:51][C:52]3[CH:57]=[CH:56][C:55]([N+:58]([O-:60])=[O:59])=[CH:54][N:53]=3)[CH3:49])=[O:45])[C:40]([C:61]([N:63]3[CH2:67][C:66](=[CH2:68])[CH2:65][C@H:64]3[CH2:69][O:70][Si](C(C)(C)C)(C)C)=[O:62])=[CH:39][C:38]=2[O:78][CH3:79])=[CH:24][C:23]=1[NH:80][C:81](=[O:87])[O:82][C:83]([CH3:86])([CH3:85])[CH3:84])=[O:21])(C(C)(C)C)(C)C. (7) The reactants are: [CH3:1][N:2]([CH3:25])[S:3]([N:6]1[C:10]([S:11][C:12]2[CH:17]=[CH:16][CH:15]=[CH:14][CH:13]=2)=[CH:9][N:8]=[C:7]1[Si:18]([C:21]([CH3:24])([CH3:23])[CH3:22])([CH3:20])[CH3:19])(=[O:5])=[O:4].CCCC[N+](CCCC)(CCCC)CCCC.[F-].C1C[O:47][CH2:46]C1. Given the product [CH3:25][N:2]([CH3:1])[S:3]([N:6]1[C:10]([CH:46]=[O:47])=[CH:9][N:8]=[C:7]1[Si:18]([C:21]([CH3:23])([CH3:24])[CH3:22])([CH3:19])[CH3:20])(=[O:5])=[O:4].[C:12]1([S:11][C:10]2[NH:6][CH:7]=[N:8][CH:9]=2)[CH:13]=[CH:14][CH:15]=[CH:16][CH:17]=1, predict the reactants needed to synthesize it. (8) Given the product [C:2]1(=[O:1])[CH2:13][CH2:12][CH2:11][CH2:10][CH:9]=[CH:8][CH2:7][CH2:6][CH:5]=[CH:4][CH2:3]1, predict the reactants needed to synthesize it. The reactants are: [O:1]1[CH:3]2[CH2:4][CH2:5][CH:6]=[CH:7][CH2:8][CH2:9][CH:10]=[CH:11][CH2:12][CH2:13][CH:2]12.[I-].[Na+].